Dataset: Full USPTO retrosynthesis dataset with 1.9M reactions from patents (1976-2016). Task: Predict the reactants needed to synthesize the given product. (1) The reactants are: [CH3:1][CH:2]([C:4]1[O:5][C:6]2[C:16]([N:17]=1)=[CH:15][C:9]1[CH2:10][CH2:11][NH:12][CH2:13][CH2:14][C:8]=1[CH:7]=2)[CH3:3].[Cl:18][CH2:19][CH2:20][CH2:21][S:22][C:23]1[N:27]([CH3:28])[C:26]([C:29]2[O:33][CH:32]=[N:31][C:30]=2[CH3:34])=[N:25][N:24]=1. Given the product [ClH:18].[CH3:3][CH:2]([C:4]1[O:5][C:6]2[C:16]([N:17]=1)=[CH:15][C:9]1[CH2:10][CH2:11][N:12]([CH2:19][CH2:20][CH2:21][S:22][C:23]3[N:27]([CH3:28])[C:26]([C:29]4[O:33][CH:32]=[N:31][C:30]=4[CH3:34])=[N:25][N:24]=3)[CH2:13][CH2:14][C:8]=1[CH:7]=2)[CH3:1], predict the reactants needed to synthesize it. (2) Given the product [CH2:26]([OH:30])[CH:27]([OH:29])[CH3:28].[CH3:1][C:2]1[C:3]([CH2:14][S@:15]([C:17]2[NH:18][C:19]3[CH:25]=[CH:24][CH:23]=[CH:22][C:20]=3[N:21]=2)=[O:16])=[N:4][CH:5]=[CH:6][C:7]=1[O:8][CH2:9][C:10]([F:13])([F:11])[F:12], predict the reactants needed to synthesize it. The reactants are: [CH3:1][C:2]1[C:3]([CH2:14][S@:15]([C:17]2[NH:21][C:20]3[CH:22]=[CH:23][CH:24]=[CH:25][C:19]=3[N:18]=2)=[O:16])=[N:4][CH:5]=[CH:6][C:7]=1[O:8][CH2:9][C:10]([F:13])([F:12])[F:11].[CH2:26]([OH:30])[CH:27]([OH:29])[CH3:28]. (3) Given the product [O:9]1[CH2:10][CH2:11][O:12][CH:8]1[C:5]([CH3:7])([CH3:6])[CH2:4][CH2:3][CH2:2][N:13]=[N+:14]=[N-:15], predict the reactants needed to synthesize it. The reactants are: Cl[CH2:2][CH2:3][CH2:4][C:5]([CH:8]1[O:12][CH2:11][CH2:10][O:9]1)([CH3:7])[CH3:6].[N-:13]=[N+:14]=[N-:15].[Na+].